From a dataset of Drug-target binding data from BindingDB using IC50 measurements. Regression. Given a target protein amino acid sequence and a drug SMILES string, predict the binding affinity score between them. We predict pIC50 (pIC50 = -log10(IC50 in M); higher means more potent). Dataset: bindingdb_ic50. The compound is O=C(NC[C@H]1CCN(CC(c2ccccc2)c2ccccc2)C(=O)[C@@H](CCCN2CCCCC2)N1)c1ccc2ccccc2c1. The target protein sequence is MNSSFHLHFLDLNLNATEGNLSGPSVRNKSSPCENMGMAVEVFLALGAISLVENILVIGAIVKNKNLHCPMYFFVCSLAVADMLVSMSNAWETITIYLLNNKHLVIADAFVRHIDNVFDSMICISVVASMCSLLAIAVDRYVTIFYPLRNHHIMTARRSGAIIAGIWAFCTGCGIVFILYSESTYVILCLISMFFTMLFLLVSLYIHMFLLARTHAKRMAALPGASSARQRTSVQGAVTLTMLLGVFIVCWAPFFLHLILMLSCPQNLYCSCFMSHFNMYLILIMCNSVVDPLIYAFRSREMRKTFKEIICCRGFRIACSCPGRD. The pIC50 is 5.1.